Dataset: Reaction yield outcomes from USPTO patents with 853,638 reactions. Task: Predict the reaction yield, written as a fraction of the theoretical maximum amount of product (1.0 means a 100% yield; for example, 0.34 means a 34% yield). (1) The reactants are C1(C)C=CC(S([CH2:10][N+:11]#[C-:12])(=O)=O)=CC=1.[C:14]([O:21][CH3:22])(=[O:20])/[CH:15]=[CH:16]/[CH2:17][CH2:18][CH3:19].CC(C)([O-])C.[K+]. No catalyst specified. The product is [CH2:17]([C:16]1[C:15]([C:14]([O:21][CH3:22])=[O:20])=[CH:10][NH:11][CH:12]=1)[CH2:18][CH3:19]. The yield is 0.380. (2) The reactants are [NH:1]([C:11]([O:13][CH2:14][CH:15]1[C:27]2[C:22](=[CH:23][CH:24]=[CH:25][CH:26]=2)[C:21]2[C:16]1=[CH:17][CH:18]=[CH:19][CH:20]=2)=[O:12])[C@H:2]([C:8]([OH:10])=[O:9])[CH2:3][CH2:4][CH2:5][CH2:6][NH2:7].[C:28]([O:32][C:33]([CH3:36])([CH3:35])[CH3:34])(=[O:31])[CH:29]=O.[BH-]([O:46][C:47]([CH3:49])=[O:48])([O:46][C:47]([CH3:49])=[O:48])[O:46][C:47]([CH3:49])=[O:48].[Na+].O. The catalyst is ClCCCl. The product is [C:15]([O:46][C:47](=[O:48])[CH2:49][N:7]([CH2:29][C:28](=[O:31])[O:32][C:33]([CH3:34])([CH3:35])[CH3:36])[CH2:6][CH2:5][CH2:4][CH2:3][C@@H:2]([C:8]([OH:10])=[O:9])[NH:1][C:11](=[O:12])[O:13][CH2:14][CH:15]1[C:16]2[CH:17]=[CH:18][CH:19]=[CH:20][C:21]=2[C:22]2[C:27]1=[CH:26][CH:25]=[CH:24][CH:23]=2)([CH3:27])([CH3:16])[CH3:14]. The yield is 0.710.